Dataset: Catalyst prediction with 721,799 reactions and 888 catalyst types from USPTO. Task: Predict which catalyst facilitates the given reaction. Reactant: [CH3:1][O:2][C:3]1[CH:4]=[C:5]([CH:9]([CH:14]2[CH2:19][CH2:18][N:17]([C:20]3[N:25]=[CH:24][CH:23]=[CH:22][N:21]=3)[CH2:16][CH2:15]2)[C:10]([O:12]C)=[O:11])[CH:6]=[CH:7][CH:8]=1.[OH-].[K+].Cl. Product: [CH3:1][O:2][C:3]1[CH:4]=[C:5]([CH:9]([CH:14]2[CH2:19][CH2:18][N:17]([C:20]3[N:21]=[CH:22][CH:23]=[CH:24][N:25]=3)[CH2:16][CH2:15]2)[C:10]([OH:12])=[O:11])[CH:6]=[CH:7][CH:8]=1. The catalyst class is: 58.